Predict the reactants needed to synthesize the given product. From a dataset of Full USPTO retrosynthesis dataset with 1.9M reactions from patents (1976-2016). Given the product [F:37][C:18]([F:17])([F:36])[C:19]1[CH:24]=[CH:23][C:22]([C:25]([F:28])([F:26])[F:27])=[CH:21][C:20]=1[C:29]1[CH:33]=[C:32]([CH2:34][N:13]2[CH:12]=[C:11]3[N:16]=[C:8]([C:3]4[CH:4]=[CH:5][CH:6]=[CH:7][C:2]=4[F:1])[N:9]=[C:10]3[CH:15]=[N:14]2)[O:31][N:30]=1, predict the reactants needed to synthesize it. The reactants are: [F:1][C:2]1[CH:7]=[CH:6][CH:5]=[CH:4][C:3]=1[C:8]1[N:16]=[C:11]2[CH:12]=[N:13][NH:14][CH:15]=[C:10]2[N:9]=1.[F:17][C:18]([F:37])([F:36])[C:19]1[CH:24]=[CH:23][C:22]([C:25]([F:28])([F:27])[F:26])=[CH:21][C:20]=1[C:29]1[CH:33]=[C:32]([CH2:34]Cl)[O:31][N:30]=1.